Dataset: Full USPTO retrosynthesis dataset with 1.9M reactions from patents (1976-2016). Task: Predict the reactants needed to synthesize the given product. Given the product [CH2:23]([NH:22][C:20](=[O:21])[C@H:11]([CH2:10][C:9]([OH:27])=[O:8])[NH:12][C:13]([O:15][C:16]([CH3:17])([CH3:19])[CH3:18])=[O:14])[CH2:24][CH2:25][CH3:26], predict the reactants needed to synthesize it. The reactants are: C([O:8][C:9](=[O:27])[CH2:10][C@@H:11]([C:20]([NH:22][CH2:23][CH2:24][CH2:25][CH3:26])=[O:21])[NH:12][C:13]([O:15][C:16]([CH3:19])([CH3:18])[CH3:17])=[O:14])C1C=CC=CC=1.[H][H].